Dataset: Catalyst prediction with 721,799 reactions and 888 catalyst types from USPTO. Task: Predict which catalyst facilitates the given reaction. (1) The catalyst class is: 5. Reactant: [C:1]([O:5][C:6]([NH:8][C@@H:9]1[C:27](=[O:28])[N:26]2[C@@H:22]([CH2:23][C@@H:24]([O:29][C:30]3[C:39]4[C:34](=[CH:35][C:36]([O:40][CH3:41])=[CH:37][CH:38]=4)[N:33]=[C:32]([C:42]4[CH:47]=[CH:46][CH:45]=[CH:44][CH:43]=4)[CH:31]=3)[CH2:25]2)[C:21](=[O:48])[NH:20][C@@:19]2([C:49]([OH:51])=[O:50])[C@@H:17]([CH2:18]2)[CH:16]=[CH:15][CH2:14][CH2:13][CH2:12][CH2:11][CH2:10]1)=[O:7])([CH3:4])([CH3:3])[CH3:2].[N+](C([O-])=O)(C([O-])=O)=[N-].[K+].[K+].CC(O)=O. Product: [C:1]([O:5][C:6]([NH:8][C@@H:9]1[C:27](=[O:28])[N:26]2[C@@H:22]([CH2:23][C@@H:24]([O:29][C:30]3[C:39]4[C:34](=[CH:35][C:36]([O:40][CH3:41])=[CH:37][CH:38]=4)[N:33]=[C:32]([C:42]4[CH:43]=[CH:44][CH:45]=[CH:46][CH:47]=4)[CH:31]=3)[CH2:25]2)[C:21](=[O:48])[NH:20][C@@:19]2([C:49]([OH:51])=[O:50])[C@@H:17]([CH2:18]2)[CH2:16][CH2:15][CH2:14][CH2:13][CH2:12][CH2:11][CH2:10]1)=[O:7])([CH3:4])([CH3:2])[CH3:3]. (2) Reactant: [CH3:1][C:2]1[S:6][C:5]([CH:7]=O)=[CH:4][CH:3]=1.C(O)(=O)[CH2:10][C:11]([OH:13])=[O:12].N1C=CC=CC=1.N1CCCCC1. Product: [CH3:1][C:2]1[S:6][C:5](/[CH:7]=[CH:10]/[C:11]([OH:13])=[O:12])=[CH:4][CH:3]=1. The catalyst class is: 6. (3) Reactant: [Br:1][C:2]1[CH:7]=[C:6]([CH2:8][NH2:9])[CH:5]=[CH:4][N:3]=1.[C:10]([O:14][C:15]([N:17]1[CH2:21][C@H:20]([F:22])[CH2:19][C@H:18]1[C:23](O)=[O:24])=[O:16])([CH3:13])([CH3:12])[CH3:11].CN(C(ON1N=NC2C=CC=NC1=2)=[N+](C)C)C.F[P-](F)(F)(F)(F)F.C(N(CC)CC)C. Product: [Br:1][C:2]1[CH:7]=[C:6]([CH2:8][NH:9][C:23]([C@@H:18]2[CH2:19][C@@H:20]([F:22])[CH2:21][N:17]2[C:15]([O:14][C:10]([CH3:13])([CH3:12])[CH3:11])=[O:16])=[O:24])[CH:5]=[CH:4][N:3]=1. The catalyst class is: 9. (4) Reactant: [CH3:1][C:2]([C:4]1[CH:9]=[CH:8][C:7]([N+:10]([O-:12])=[O:11])=[CH:6][CH:5]=1)=[O:3].C1(C)C=CC(S(O)(=O)=O)=CC=1.[CH2:24](O)[CH2:25][OH:26]. Product: [N+:10]([C:7]1[CH:6]=[CH:5][C:4]([C:2]2([CH3:1])[O:26][CH2:25][CH2:24][O:3]2)=[CH:9][CH:8]=1)([O-:12])=[O:11]. The catalyst class is: 11. (5) Reactant: [Cl:1][C:2]1[CH:7]=[CH:6][CH:5]=[C:4]([Cl:8])[C:3]=1[C:9]1[O:13][N:12]=[C:11]([C@@H:14]2[C@:19]([C:21]3[CH:26]=[CH:25][C:24]([F:27])=[C:23]([F:28])[CH:22]=3)([OH:20])[CH2:18][CH2:17][N:16](C(OC(C)(C)C)=O)[CH2:15]2)[CH:10]=1.Cl.O1CCOCC1. Product: [Cl:8][C:4]1[CH:5]=[CH:6][CH:7]=[C:2]([Cl:1])[C:3]=1[C:9]1[O:13][N:12]=[C:11]([C@H:14]2[C@:19]([C:21]3[CH:26]=[CH:25][C:24]([F:27])=[C:23]([F:28])[CH:22]=3)([OH:20])[CH2:18][CH2:17][NH:16][CH2:15]2)[CH:10]=1. The catalyst class is: 4. (6) Reactant: [N:1]1[CH:6]=[CH:5][CH:4]=[CH:3][C:2]=1[C:7]1[CH:12]=[CH:11][C:10]([S:13]([N:16]2[CH2:19][CH:18]([C:20](OC)=[O:21])[CH2:17]2)(=[O:15])=[O:14])=[CH:9][CH:8]=1.[BH4-].[Na+].O.[OH-].[Na+]. Product: [N:1]1[CH:6]=[CH:5][CH:4]=[CH:3][C:2]=1[C:7]1[CH:8]=[CH:9][C:10]([S:13]([N:16]2[CH2:19][CH:18]([CH2:20][OH:21])[CH2:17]2)(=[O:14])=[O:15])=[CH:11][CH:12]=1. The catalyst class is: 5.